This data is from Full USPTO retrosynthesis dataset with 1.9M reactions from patents (1976-2016). The task is: Predict the reactants needed to synthesize the given product. Given the product [CH2:1]([C@@:5]1([CH2:31][CH3:32])[NH:11][C@H:10]([C:12]2[CH:17]=[CH:16][CH:15]=[CH:14][CH:13]=2)[C:9]2[CH:18]=[C:19]([O:27][CH3:28])[C:20]([CH2:22][CH2:23][C:24]([NH:38][OH:39])=[O:25])=[CH:21][C:8]=2[S:7](=[O:30])(=[O:29])[CH2:6]1)[CH2:2][CH2:3][CH3:4], predict the reactants needed to synthesize it. The reactants are: [CH2:1]([C@@:5]1([CH2:31][CH3:32])[NH:11][C@H:10]([C:12]2[CH:17]=[CH:16][CH:15]=[CH:14][CH:13]=2)[C:9]2[CH:18]=[C:19]([O:27][CH3:28])[C:20]([CH2:22][CH2:23][C:24](O)=[O:25])=[CH:21][C:8]=2[S:7](=[O:30])(=[O:29])[CH2:6]1)[CH2:2][CH2:3][CH3:4].C(Cl)CCl.Cl.[NH2:38][OH:39].